Binary Classification. Given a miRNA mature sequence and a target amino acid sequence, predict their likelihood of interaction. From a dataset of Experimentally validated miRNA-target interactions with 360,000+ pairs, plus equal number of negative samples. (1) The miRNA is mmu-miR-1941-5p with sequence AGGGAGAUGCUGGUACAGAGGCUU. Result: 0 (no interaction). The protein sequence of the target gene is MAAAAGRSAWLAAWGGRLRRGLAAGRRAVPTRGPLAAAVAGVALAGAGAAWHHGRVKAAAREGSRTVSAQKNYLGPIEKLSLRKQRFMQFSSLEHDGEYYMTPRDFLFSVMFEQVERKTLVKKLAKKDIEDVLSGIQTARCGSTFFRDLGDKGVISYTEYLFLLTILTKPHSGFHVAFKMLDVDGNEMIERKEFVKLQKIISKQDGFKTVKTNETEYQDPTVKEPGVNTTLQVRFFGKRGEKKLHYKEFRRFMENLQTEVQEMEFLQFSKGLNFMRKEDFAEWLLFFTNTENKDIYWRNV.... (2) The miRNA is hsa-miR-6516-5p with sequence UUUGCAGUAACAGGUGUGAGCA. The protein sequence of the target gene is MVRFKHRYLLCELVSDDPRCRLSLDDRVLSSLVRDTIARVHGTFGAAACSIGFAVRYLNAYTGIVLLRCRKEFYQLVWSALPFITYLENKGHRYPCFFNTLHVGGTIRTCQKFLIQYNRRQLLILLQNCTDEGEREAIQKSVTRSCLLEEEEESGEEAAEAME. Result: 1 (interaction). (3) The miRNA is rno-miR-181c-5p with sequence AACAUUCAACCUGUCGGUGAGU. The protein sequence of the target gene is MLVNRWLFSTNHKDIGTLYLLFGAWAGMVGTALSILIRAELGQPGALLGDDQIYNVIVTAHAFVMIFFMVMPMMIGGFGNWLVPLMIGAPDMAFPRMNNMSFWLLPPSFLLLLASSMVEAGAGTGWTVYPPLAGNLAHAGASVDLTIFSLHLAGVSSILGAINFITTIINMKPPAMTQYQTPLFVWSVLITAVLLLLSLPVLAAGITMLLTDRNLNTTFFDPAGGGDPILYQHLFWFFGHPEVYILILPGFGIISHVVTYYSGKKEPFGYMGMVWAMMSIGFLGFIVWAHHMFTVGLDVD.... Result: 1 (interaction). (4) The miRNA is hsa-miR-7106-5p with sequence UGGGAGGAGGGGAUCUUGGG. The protein sequence of the target gene is MRGSPGDAERRQRWGRLFEELDSNKDGRVDVHELRQGLARLGGGNPDPGAQQGISSEGDADPDGGLDLEEFSRYLQEREQRLLLMFHSLDRNQDGHIDVSEIQQSFRALGISISLEQAEKILHSMDRDGTMTIDWQEWRDHFLLHSLENVEDVLYFWKHSTVLDIGECLTVPDEFSKQEKLTGMWWKQLVAGAVAGAVSRTGTAPLDRLKVFMQVHASKTNRLNILGGLRSMVLEGGIRSLWRGNGINVLKIAPESAIKFMAYEQIKRAILGQQETLHVQERFVAGSLAGATAQTIIYPM.... Result: 0 (no interaction). (5) The miRNA is hsa-miR-451b with sequence UAGCAAGAGAACCAUUACCAUU. The protein sequence of the target gene is MDKEYVGFAALPNQLHRKSVKKGFDFTLMVAGESGLGKSTLINSLFLTNLYEDRQVPEASARLTQTLAIERRGVEIEEGGVKVKLTLVDTPGFGDSVDCSDCWLPVVKFIEEQFEQYLRDESGLNRKNIQDSRVHCCLYFISPFGRGLRPLDVAFLRAVHEKVNIIPVIGKADALMPQETQALKQKIRDQLKEEEIHIYQFPECDSDEDEDFKRQDAEMKESIPFAVVGSCEVVRDGGNRPVRGRRYSWGTVEVENPHHCDFLNLRRMLVQTHLQDLKEVTHDLLYEGYRARCLQSLARP.... Result: 0 (no interaction). (6) The miRNA is hsa-miR-3922-3p with sequence UCUGGCCUUGACUUGACUCUUU. The protein sequence of the target gene is MEANPAGSGAGGGGSSGIGGEDGVHFQSYPFDFLEFLNHQRFEPMELYGEHAKAVAALPCAPGPPPQPPPQPPPPQYDYPPQSTFKPKAEVPSSSSSSSSSSSSSSSSSSSSSSSSSQAKKPDPPLPPAFGAPPPPLFDAAFPTPQWGIVDLSGHQHLFGNLKRGGPASGPGVTPGLGAPAGAPGPLPAPSQTPPGPPAAAACDPTKDDKGYFRRLKYLMERRFPCGVCQKSFKQSSHLVQHMLVHSGERPYECGVCGRTYNHVSSLIRHRRCHKDVPPAAGGPPQPGPHLPPLGLPAPA.... Result: 1 (interaction). (7) The protein sequence of the target gene is MTDGKLSTSTNGVAFMGILDGRPGNPLQNLQHVNLKAPRLLSAPEYGPKLKLRALEDRHSLQSVDSGIPTLEIGNPEPVPCSAVHVRRKQSDSDLIPERAFQSACALPSCAPPAPSSTEREQSVRKSSTFPRTGYDSVKLYSPTSKALTRSDDVSVCSVSSLGTELSTTLSVSNEDILDLVVTSSSSAIVTLENDDDPQFTNVTLSSIKETRGLHQQDCVHEAEEGSKLKILGPFSNFFARNLLARKQSARLDKHNDLGWKLFGKAPLRENAQKDSKRIQKEYEDKAGRPSKPPSPKQNV.... The miRNA is hsa-miR-4727-3p with sequence AUAGUGGGAAGCUGGCAGAUUC. Result: 0 (no interaction). (8) The miRNA is hsa-miR-6894-5p with sequence AGGAGGAUGGAGAGCUGGGCCAGA. The protein sequence of the target gene is MAADISESSGADCKGDPRNSAKLDADYPLRVLYCGVCSLPTEYCEYMPDVAKCRQWLEKNFPNEFAKLTVENSPKQEAGISEGQGTAGEEEEKKKQKRGGRGQIKQKKKTVPQKVTIAKIPRAKKKYVTRVCGLATFEIDLKEAQRFFAQKFSCGASVTGEDEIIIQGDFTDDIIDVIQEKWPEVDDDSIEDLGEVKK. Result: 1 (interaction). (9) The miRNA is hsa-miR-499a-5p with sequence UUAAGACUUGCAGUGAUGUUU. The protein sequence of the target gene is MHRASLICRLASPSRINAIRNASSGKSHISASTLVQHRNQSVAAAVKHEPFLNGSSSIYIEQMYEAWLQDPSSVHTSWDAYFRNVEAGAGPGQAFQAPPATAYAGALGVSPAAAQVTTSSAPATRLDTNASVQSISDHLKIQLLIRSYQTRGHNIADLDPLGINSADLDDTIPPELELSFYGLGERDLDREFLLPPTTFISEKKSLTLREILQRLKDIYCTSTGVEYMHLNNLEQQDWIRRRFEAPRVTELSHDQKKVLFKRLIRSTKFEEFLAKKWPSEKRFGLEGCEVLIPAMKQVID.... Result: 0 (no interaction).